Dataset: Full USPTO retrosynthesis dataset with 1.9M reactions from patents (1976-2016). Task: Predict the reactants needed to synthesize the given product. (1) Given the product [CH2:1]([O:3][C:4]([C:6]1[C:7]([OH:25])=[C:8]2[C:15]([Br:16])=[C:14]([Br:17])[N:13]([CH2:18][C:19]3[CH:24]=[CH:23][CH:22]=[CH:21][CH:20]=3)[C:9]2=[C:10]([C:26]#[N:27])[N:11]=1)=[O:5])[CH3:2], predict the reactants needed to synthesize it. The reactants are: [CH2:1]([O:3][C:4]([C:6]1[C:7]([OH:25])=[C:8]2[C:15]([Br:16])=[C:14]([Br:17])[N:13]([CH2:18][C:19]3[CH:24]=[CH:23][CH:22]=[CH:21][CH:20]=3)[C:9]2=[C:10](Br)[N:11]=1)=[O:5])[CH3:2].[C:26]([Cu])#[N:27]. (2) The reactants are: [NH2:1][C:2]1[CH:3]=[CH:4][C:5](=[O:25])[N:6]([C:8]([CH3:24])([CH3:23])[CH2:9][O:10][C:11]2[C:20]3[C:15](=[CH:16][C:17]([O:21][CH3:22])=[CH:18][CH:19]=3)[N:14]=[CH:13][CH:12]=2)[CH:7]=1.CCN(C(C)C)C(C)C.[C:35](Cl)(=[O:42])[C:36]1[CH:41]=[CH:40][CH:39]=[CH:38][CH:37]=1. Given the product [CH3:22][O:21][C:17]1[CH:16]=[C:15]2[C:20]([C:11]([O:10][CH2:9][C:8]([N:6]3[C:5](=[O:25])[CH:4]=[CH:3][C:2]([NH:1][C:35](=[O:42])[C:36]4[CH:41]=[CH:40][CH:39]=[CH:38][CH:37]=4)=[CH:7]3)([CH3:23])[CH3:24])=[CH:12][CH:13]=[N:14]2)=[CH:19][CH:18]=1, predict the reactants needed to synthesize it.